Dataset: Forward reaction prediction with 1.9M reactions from USPTO patents (1976-2016). Task: Predict the product of the given reaction. (1) Given the reactants [OH:1][C:2]([CH2:4][CH2:5][CH2:6][CH2:7][C@H:8]1[C@@H:16]2[C@@H:11]([NH:12][C:13]([NH:15]2)=[O:14])[CH2:10][S:9]1)=[O:3].[CH3:17]O, predict the reaction product. The product is: [CH3:17][O:3][C:2]([CH2:4][CH2:5][CH2:6][CH2:7][C@H:8]1[C@@H:16]2[C@@H:11]([NH:12][C:13]([NH:15]2)=[O:14])[CH2:10][S:9]1)=[O:1]. (2) The product is: [C:1]([O:18][CH2:19][CH2:20][C:21]1[CH:26]=[CH:25][C:24]([OH:27])=[C:23]([OH:30])[CH:22]=1)(=[O:17])[CH2:2][CH2:3][CH2:4][CH2:5][CH2:6][CH2:7][CH2:8][CH2:9][CH2:10][CH2:11][CH2:12][CH2:13][CH2:14][CH2:15][CH3:16]. Given the reactants [C:1]([O:18][CH2:19][CH2:20][C:21]1[CH:26]=[CH:25][C:24]([OH:27])=[C:23](C=O)[CH:22]=1)(=[O:17])[CH2:2][CH2:3][CH2:4][CH2:5][CH2:6][CH2:7][CH2:8][CH2:9][CH2:10][CH2:11][CH2:12][CH2:13][CH2:14][CH2:15][CH3:16].[OH-:30].[K+].OO, predict the reaction product. (3) Given the reactants [CH3:1][O:2][C:3](=[O:34])[C@H:4]([CH2:17][C:18]1[CH:23]=[CH:22][C:21]([C:24]2[C:29]([O:30][CH3:31])=[CH:28][CH:27]=[CH:26][C:25]=2[O:32][CH3:33])=[CH:20][CH:19]=1)[NH:5][C:6](=[O:16])[C:7]1[C:12]([Cl:13])=[CH:11][C:10](Br)=[CH:9][C:8]=1[Cl:15].[CH3:35][Si:36]([CH3:50])([CH3:49])[CH2:37][CH2:38][O:39][CH2:40][N:41]1[C:45](B(O)O)=[CH:44][CH:43]=[N:42]1, predict the reaction product. The product is: [CH3:1][O:2][C:3](=[O:34])[C@H:4]([CH2:17][C:18]1[CH:23]=[CH:22][C:21]([C:24]2[C:29]([O:30][CH3:31])=[CH:28][CH:27]=[CH:26][C:25]=2[O:32][CH3:33])=[CH:20][CH:19]=1)[NH:5][C:6](=[O:16])[C:7]1[C:12]([Cl:13])=[CH:11][C:10]([C:45]2[N:41]([CH2:40][O:39][CH2:38][CH2:37][Si:36]([CH3:50])([CH3:49])[CH3:35])[N:42]=[CH:43][CH:44]=2)=[CH:9][C:8]=1[Cl:15].